Dataset: Forward reaction prediction with 1.9M reactions from USPTO patents (1976-2016). Task: Predict the product of the given reaction. (1) The product is: [Cl:1][C:2]1[N:7]=[CH:6][C:5]([NH:8][C:9](=[O:15])[O:10][C:11]([CH3:12])([CH3:13])[CH3:14])=[C:4]([CH:16]=[O:17])[CH:3]=1. Given the reactants [Cl:1][C:2]1[N:7]=[CH:6][C:5]([NH:8][C:9](=[O:15])[O:10][C:11]([CH3:14])([CH3:13])[CH3:12])=[C:4]([CH2:16][OH:17])[CH:3]=1, predict the reaction product. (2) Given the reactants [Cl:1][C:2]1[CH:3]=[C:4]([S:9][C:10]2[N:14](CC3C=CC(OC)=CC=3)[N:13]=[C:12]([CH3:24])[C:11]=2[C:25]([C:27]2[CH:32]=[CH:31][CH:30]=[CH:29][CH:28]=2)=[O:26])[CH:5]=[C:6]([Cl:8])[CH:7]=1.FC(F)(F)C(O)=O, predict the reaction product. The product is: [Cl:8][C:6]1[CH:5]=[C:4]([S:9][C:10]2[NH:14][N:13]=[C:12]([CH3:24])[C:11]=2[C:25]([C:27]2[CH:32]=[CH:31][CH:30]=[CH:29][CH:28]=2)=[O:26])[CH:3]=[C:2]([Cl:1])[CH:7]=1. (3) Given the reactants [CH3:1][O:2][C:3]1[CH:4]=[C:5]([C:12]2[CH2:17][CH2:16][N:15]([C:18]([O:20][C:21]([CH3:24])([CH3:23])[CH3:22])=[O:19])[CH2:14][CH:13]=2)[CH:6]=[CH:7][C:8]=1[N+:9]([O-])=O.C(OCC)(=O)C, predict the reaction product. The product is: [NH2:9][C:8]1[CH:7]=[CH:6][C:5]([CH:12]2[CH2:13][CH2:14][N:15]([C:18]([O:20][C:21]([CH3:22])([CH3:23])[CH3:24])=[O:19])[CH2:16][CH2:17]2)=[CH:4][C:3]=1[O:2][CH3:1]. (4) Given the reactants [CH2:1]([C@:3]12[C:16]3[C:11](=[CH:12][C:13]([OH:17])=[CH:14][CH:15]=3)[CH2:10][CH2:9][C@@H:8]1[CH2:7][C@:6]([C:19]1[CH:24]=[CH:23][C:22]([F:25])=[CH:21][CH:20]=1)([OH:18])[C@@H:5]([OH:26])[CH2:4]2)[CH3:2].Cl.Cl[CH2:29][C:30]1[C:31]([CH3:36])=[N:32][CH:33]=[CH:34][CH:35]=1, predict the reaction product. The product is: [CH2:1]([C@:3]12[C:16]3[C:11](=[CH:12][C:13]([O:17][CH2:29][C:30]4[C:31]([CH3:36])=[N:32][CH:33]=[CH:34][CH:35]=4)=[CH:14][CH:15]=3)[CH2:10][CH2:9][C@@H:8]1[CH2:7][C@:6]([C:19]1[CH:24]=[CH:23][C:22]([F:25])=[CH:21][CH:20]=1)([OH:18])[C@@H:5]([OH:26])[CH2:4]2)[CH3:2]. (5) Given the reactants [NH2:1][C:2]1[C:11]([F:12])=[CH:10][C:5]([C:6]([O:8][CH3:9])=[O:7])=[C:4]([F:13])[CH:3]=1.[C:14]1([S:20](Cl)(=[O:22])=[O:21])[CH:19]=[CH:18][CH:17]=[CH:16][CH:15]=1.N1C=CC=CC=1, predict the reaction product. The product is: [F:13][C:4]1[CH:3]=[C:2]([NH:1][S:20]([C:14]2[CH:19]=[CH:18][CH:17]=[CH:16][CH:15]=2)(=[O:22])=[O:21])[C:11]([F:12])=[CH:10][C:5]=1[C:6]([O:8][CH3:9])=[O:7]. (6) Given the reactants [C@H:1]12[CH2:8][CH2:7][CH2:6][C@H:5]1[CH2:4][NH:3][C@@H:2]2[CH2:9][NH:10][C:11]([C:13]1[N:20]2[C:16]([S:17][CH:18]=[CH:19]2)=[N:15][CH:14]=1)=[O:12].[CH3:21][C:22]1[S:23][C:24]([C:30]2[CH:31]=[C:32]([CH3:36])[CH:33]=[CH:34][CH:35]=2)=[C:25]([C:27](O)=[O:28])[N:26]=1, predict the reaction product. The product is: [CH3:21][C:22]1[S:23][C:24]([C:30]2[CH:31]=[C:32]([CH3:36])[CH:33]=[CH:34][CH:35]=2)=[C:25]([C:27]([N:3]2[CH2:4][C@H:5]3[C@H:1]([CH2:8][CH2:7][CH2:6]3)[C@H:2]2[CH2:9][NH:10][C:11]([C:13]2[N:20]3[C:16]([S:17][CH:18]=[CH:19]3)=[N:15][CH:14]=2)=[O:12])=[O:28])[N:26]=1. (7) Given the reactants [CH:1]1[CH:5]=[C:4]([Br:6])[O:3][C:2]=1[CH:7]=O.Cl.[CH3:10][NH:11][CH3:12].C(O[BH-](OC(=O)C)OC(=O)C)(=O)C.[Na+].C(N(CC)CC)C, predict the reaction product. The product is: [Br:6][C:4]1[O:3][C:2]([CH2:7][N:11]([CH3:12])[CH3:10])=[CH:1][CH:5]=1. (8) Given the reactants [O:1]1[C@H:3]([CH3:4])[CH2:2]1.[CH2:5]([Mg]Br)[CH2:6][CH2:7][CH:8]=[CH2:9], predict the reaction product. The product is: [CH3:4][C@@H:3]([OH:1])[CH2:2][CH2:9][CH2:8][CH2:7][CH:6]=[CH2:5]. (9) Given the reactants [NH2:1][C:2]1[CH:7]=[CH:6][C:5]([NH:8][C:9](=[O:15])/[CH:10]=[CH:11]\[C:12]([OH:14])=[O:13])=[CH:4][CH:3]=1.O.[NH3:17], predict the reaction product. The product is: [OH2:13].[NH2:1][C:2]1[CH:3]=[CH:4][C:5]([NH:8][C:9](=[O:15])/[CH:10]=[CH:11]\[C:12]([O-:14])=[O:13])=[CH:6][CH:7]=1.[NH4+:17]. (10) Given the reactants [CH2:1]([CH:4]1[CH2:9][CH2:8][CH2:7][CH2:6][C:5]1=[O:10])[CH:2]=[CH2:3].C(C1CCCC([Cl:21])C1=O)(C)(C)C, predict the reaction product. The product is: [CH2:1]([CH:4]1[CH2:9][CH2:8][CH2:7][CH:6]([Cl:21])[C:5]1=[O:10])[CH:2]=[CH2:3].